Dataset: Full USPTO retrosynthesis dataset with 1.9M reactions from patents (1976-2016). Task: Predict the reactants needed to synthesize the given product. (1) Given the product [C:17]([C:2]1[S:6][C:5]([C:7]([O:9][CH3:10])=[O:8])=[CH:4][C:3]=1[C:11]1[CH:16]=[CH:15][CH:14]=[CH:13][CH:12]=1)([CH3:19])=[CH2:18], predict the reactants needed to synthesize it. The reactants are: Br[C:2]1[S:6][C:5]([C:7]([O:9][CH3:10])=[O:8])=[CH:4][C:3]=1[C:11]1[CH:16]=[CH:15][CH:14]=[CH:13][CH:12]=1.[C:17](B1OC(C)(C)C(C)(C)O1)([CH3:19])=[CH2:18].C([O-])([O-])=O.[Na+].[Na+].C1C=CC(P(C2C=CC=CC=2)C2C=CC=CC=2)=CC=1.[NH4+].[Cl-]. (2) Given the product [OH:23][CH2:6][C:5]1[CH:8]=[CH:9][C:2]([O:1][CH2:11][CH2:12][CH2:13][NH:14][C:15](=[O:21])[O:16][C:17]([CH3:20])([CH3:19])[CH3:18])=[CH:3][CH:4]=1, predict the reactants needed to synthesize it. The reactants are: [OH:1][C:2]1[CH:9]=[CH:8][C:5]([CH2:6]Br)=[CH:4][CH:3]=1.Br[CH2:11][CH2:12][CH2:13][NH:14][C:15](=[O:21])[O:16][C:17]([CH3:20])([CH3:19])[CH3:18].C(=O)([O-])[O-:23].[K+].[K+]. (3) Given the product [CH3:3][C:4]1[CH:5]=[C:6]([CH:11]([OH:13])[CH3:12])[CH:7]=[C:8]([CH3:10])[CH:9]=1, predict the reactants needed to synthesize it. The reactants are: [BH4-].[Na+].[CH3:3][C:4]1[CH:5]=[C:6]([C:11](=[O:13])[CH3:12])[CH:7]=[C:8]([CH3:10])[CH:9]=1. (4) Given the product [O:1]([C:8]1[C:9]([NH:21][C:22]2[S:26][N:25]=[C:24]([CH:27]3[CH2:32][CH2:31][N:30]([C:33](=[O:35])[CH3:34])[CH2:29][CH2:28]3)[N:23]=2)=[N:10][CH:11]=[C:12]([S:14][C:15]2[CH:20]=[CH:19][CH:18]=[CH:17][N:16]=2)[CH:13]=1)[C:2]1[CH:7]=[CH:6][CH:5]=[CH:4][CH:3]=1, predict the reactants needed to synthesize it. The reactants are: [O:1]([C:8]1[C:9]([NH:21][C:22]2[S:26][N:25]=[C:24]([CH:27]3[CH2:32][CH2:31][NH:30][CH2:29][CH2:28]3)[N:23]=2)=[N:10][CH:11]=[C:12]([S:14][C:15]2[CH:20]=[CH:19][CH:18]=[CH:17][N:16]=2)[CH:13]=1)[C:2]1[CH:7]=[CH:6][CH:5]=[CH:4][CH:3]=1.[C:33](OC(=O)C)(=[O:35])[CH3:34].C1COCC1. (5) Given the product [CH3:15][C:17]1[CH:18]=[C:19]([CH:24]=[CH:25][CH:26]=1)[CH:20]=[N:28][NH:29][C:2]1[CH:7]=[C:6]([N:8]2[CH2:13][CH2:12][O:11][CH2:10][CH2:9]2)[N:5]2[N:14]=[C:15]([C:17]3[CH:18]=[C:19]4[C:24](=[CH:25][CH:26]=3)[N:23]=[CH:22][CH:21]=[CH:20]4)[CH:16]=[C:4]2[N:3]=1, predict the reactants needed to synthesize it. The reactants are: Cl[C:2]1[CH:7]=[C:6]([N:8]2[CH2:13][CH2:12][O:11][CH2:10][CH2:9]2)[N:5]2[N:14]=[C:15]([C:17]3[CH:18]=[C:19]4[C:24](=[CH:25][CH:26]=3)[N:23]=[CH:22][CH:21]=[CH:20]4)[CH:16]=[C:4]2[N:3]=1.O.[NH2:28][NH2:29]. (6) Given the product [NH:27]1[C:26]2[CH:49]=[CH:50][C:23]([C:21]3[CH:20]=[CH:19][C:18]([F:51])=[C:17]([CH:22]=3)[CH2:16][N:15]([CH2:52][C:53]3[CH:58]=[CH:57][C:56]([F:59])=[CH:55][CH:54]=3)[CH2:14][C@H:10]3[CH2:11][CH2:12][CH2:13][NH:9]3)=[CH:24][C:25]=2[N:29]=[N:28]1, predict the reactants needed to synthesize it. The reactants are: Cl.C(OC([N:9]1[CH2:13][CH2:12][CH2:11][C@@H:10]1[CH2:14][N:15]([CH2:52][C:53]1[CH:58]=[CH:57][C:56]([F:59])=[CH:55][CH:54]=1)[CH2:16][C:17]1[CH:22]=[C:21]([C:23]2[CH:50]=[CH:49][C:26]3[N:27](C(C4C=CC=CC=4)(C4C=CC=CC=4)C4C=CC=CC=4)[N:28]=[N:29][C:25]=3[CH:24]=2)[CH:20]=[CH:19][C:18]=1[F:51])=O)(C)(C)C. (7) The reactants are: C(N(CC)CC)C.[NH2:8][C@@H:9]([CH3:18])[C:10]([O:12][CH:13]1[CH2:17][CH2:16][CH2:15][CH2:14]1)=[O:11].[P:19](Cl)([Cl:28])([O:21][C:22]1[CH:27]=[CH:26][CH:25]=[CH:24][CH:23]=1)=[O:20]. Given the product [Cl:28][P:19]([NH:8][C@@H:9]([CH3:18])[C:10]([O:12][CH:13]1[CH2:17][CH2:16][CH2:15][CH2:14]1)=[O:11])([O:21][C:22]1[CH:27]=[CH:26][CH:25]=[CH:24][CH:23]=1)=[O:20], predict the reactants needed to synthesize it. (8) Given the product [CH3:13][C:5]([C:6]([CH3:11])=[CH2:7])=[CH2:4].[CH3:1][N:2]1[C@@H:18]2[CH2:19][C:7]3[CH:8]=[CH:9][C:10]([OH:22])=[C:11]4[O:12][C@H:13]5[C:14]([O:20][CH3:21])=[CH:15][CH:16]=[C:17]2[C@:5]5([C:6]=34)[CH2:4][CH2:3]1, predict the reactants needed to synthesize it. The reactants are: [CH3:1][N:2]1[C@@H:18]2[CH2:19][C:7]3[CH:8]=[CH:9][C:10]([OH:22])=[C:11]4[O:12][C@H:13]5[C:14]([O:20][CH3:21])=[CH:15][CH:16]=[C:17]2[C@:5]5([C:6]=34)[CH2:4][CH2:3]1.C(Cl)(Cl)Cl.